Dataset: Drug-target binding data from BindingDB using Ki measurements. Task: Regression. Given a target protein amino acid sequence and a drug SMILES string, predict the binding affinity score between them. We predict pKi (pKi = -log10(Ki in M); higher means stronger inhibition). Dataset: bindingdb_ki. (1) The pKi is 10. The target protein sequence is PQITLWKRPIVTVKIGGQLREALLDTGADDTVLEDINLPGKWKPKMIVGIGGFVKVKQYEQVPIEICGKKAIGTVLVGPTPANIIGRNMLTQIGCTLNF. The compound is CCC(CC)CN(C[C@@H](O)[C@H](Cc1ccccc1)NC(=O)O[C@H]1CO[C@H]2OCC[C@@H]12)S(=O)(=O)c1ccc(OC)cc1. (2) The compound is COC(=O)c1ccccc1-c1ccc(CNC(=O)C2(NC(=O)CC(F)(F)F)CCC2)cc1. The target protein (P46663) has sequence MASSWPPLELQSSNQSQLFPQNATACDNAPEAWDLLHRVLPTFIISICFFGLLGNLFVLLVFLLPRRQLNVAEIYLANLAASDLVFVLGLPFWAENIWNQFNWPFGALLCRVINGVIKANLFISIFLVVAISQDRYRVLVHPMASRRQQRRRQARVTCVLIWVVGGLLSIPTFLLRSIQAVPDLNITACILLLPHEAWHFARIVELNILGFLLPLAAIVFFNYHILASLRTREEVSRTRCGGRKDSKTTALILTLVVAFLVCWAPYHFFAFLEFLFQVQAVRGCFWEDFIDLGLQLANFFAFTNSSLNPVIYVFVGRLFRTKVWELYKQCTPKSLAPISSSHRKEIFQLFWRN. The pKi is 6.9. (3) The drug is COc1ccccc1N1CCN(CCCCn2ncc(=O)n(C)c2=O)CC1. The target protein sequence is MAKEGVEKAEETEQMIEKEAGKEPAEGGGGGGSHRLGDAQEMRAVVLAGFGGLNKLRVTRKAMPEPQDGELKIRVKACGLNFIDLMVRQGNIDTPPKTPLVPGFECSGIVEALGDSVKGFEIGDRVMAFVNYSAWAEVVCTPVEFVYKIPEDMSFSEAAAFPMNFVTAYMMLFEVANLREGMSVLIHSAGGGVGQAVAQLCSTVPNVTVFGTASTFKHEAIKDSVTHLFDRNADYVQEVKRISAEGVDIVLDCLCGDNTGKGLSLLKPLGTYILYGSSNMVTGETKSFFSFAKSWWQVEKVNPIKLYEENKVIAGFSLLNLLFKQGRAGLIRGVVDKLIALYNQKKIKPVVDSLWALEEVKEAMQRIHDRGNIGKLILDVEKTPTPLMANDSTETSEAGEEEEDHEGDSENKERMPFIQ. The pKi is 5.0. (4) The drug is CCCCC(O)[C@@H](CC(C)C)NC(=O)C(Cc1cnc[nH]1)NC(=O)CN1CCCCC(NC(=O)C(C)NC(=O)C(Cc2c[nH]c3ccccc23)NC(=O)C(CCC(N)=O)NC(=O)[C@H](N)Cc2ccccc2)C1=O. The target protein sequence is MDPNNCSHLNLEVDPFLSCNNTFNQTLSPPKMDNWFHPGIIYVIPAVYGLIIVIGLIGNITLIKIFCTVKSMRNVPNLFISSLALGDLLLLVTCAPVDASKYLADRWLFGRIGCKLIPFIQLTSVGVSVFTLTALSADRYKAIVRPMDIQASHALMKICLKAALIWIVSMLLAIPEAVFSDLHPFHVKDTNQTFISCAPYPHSNELHPKIHSMASFLVFYIIPLSIISVYYYFIARNLIQSAYNLPVEGNIHVKKQIESRKRLAKTVLVFVGLFAFCWLPNHVIYLYRSYHYSEVDTSMLHFITSICARLLAFTNSCVNPFALYLLSKSFRKQFNTQLLCCQPSLLNRSHSTGRSTTCMTSFKSTNPSATFSLINGNICHEGYV. The pKi is 8.0.